Dataset: Catalyst prediction with 721,799 reactions and 888 catalyst types from USPTO. Task: Predict which catalyst facilitates the given reaction. (1) Reactant: N1C(Cl)=NC(Cl)=NC=1Cl.[C:10]1([CH3:17])[CH:15]=[CH:14][CH:13]=[C:12]([CH3:16])[CH:11]=1.[Al+3].[Cl-].[Cl-].[Cl-].C1(C=CC=C(O)C=1)O.[Cl:30][C:31]1[N:36]=[C:35]([C:37]2[CH:42]=[CH:41][C:40]([CH3:43])=[CH:39][C:38]=2[CH3:44])[N:34]=[C:33]([C:45]2[CH:50]=[CH:49][C:48]([CH3:51])=[CH:47][C:46]=2[CH3:52])[N:32]=1. Product: [Cl:30][C:31]1[N:32]=[C:33]([C:45]2[CH:50]=[CH:49][C:48]([CH3:51])=[CH:47][C:46]=2[CH3:52])[N:34]=[C:35]([C:37]2[CH:42]=[CH:41][C:40]([CH3:43])=[CH:39][C:38]=2[CH3:44])[N:36]=1.[CH3:17][C:10]1[CH:11]=[C:12]([CH3:16])[CH:13]=[CH:14][C:15]=1[C:31]1[N:36]=[C:35]([C:37]2[CH:42]=[CH:41][C:40]([CH3:43])=[CH:39][C:38]=2[CH3:44])[N:34]=[C:33]([C:45]2[CH:50]=[CH:49][C:48]([CH3:51])=[CH:47][C:46]=2[CH3:52])[N:32]=1. The catalyst class is: 159. (2) Reactant: Br[CH2:2][C:3]1[N:8]=[CH:7][C:6]([C:9]#[N:10])=[CH:5][CH:4]=1.C(=O)([O-])[O-].[K+].[K+].[CH3:17][O:18][CH:19]([O:27][CH3:28])[C:20]1[CH:25]=[CH:24][N:23]=[CH:22][C:21]=1[OH:26]. Product: [CH3:28][O:27][CH:19]([O:18][CH3:17])[C:20]1[CH:25]=[CH:24][N:23]=[CH:22][C:21]=1[O:26][CH2:2][C:3]1[N:8]=[CH:7][C:6]([C:9]#[N:10])=[CH:5][CH:4]=1. The catalyst class is: 23.